The task is: Predict the reaction yield, written as a fraction of the theoretical maximum amount of product (1.0 means a 100% yield; for example, 0.34 means a 34% yield).. This data is from Reaction yield outcomes from USPTO patents with 853,638 reactions. (1) The reactants are [Si:1]([O:8][CH2:9][C@@H:10]1[C@H:14]2[O:15][C:16]([CH3:19])([CH3:18])[O:17][C@H:13]2[C@H:12]([N:20]2[CH:28]=[N:27][C:26]3[C:21]2=[N:22][CH:23]=[N:24][C:25]=3Cl)[O:11]1)([C:4]([CH3:7])([CH3:6])[CH3:5])([CH3:3])[CH3:2].[CH2:30]([Sn](CCCC)(CCCC)C=C)[CH2:31]CC. The catalyst is ClCCCl.Cl[Pd](Cl)([P](C1C=CC=CC=1)(C1C=CC=CC=1)C1C=CC=CC=1)[P](C1C=CC=CC=1)(C1C=CC=CC=1)C1C=CC=CC=1. The product is [Si:1]([O:8][CH2:9][C@@H:10]1[C@H:14]2[O:15][C:16]([CH3:19])([CH3:18])[O:17][C@H:13]2[C@H:12]([N:20]2[CH:28]=[N:27][C:26]3[C:21]2=[N:22][CH:23]=[N:24][C:25]=3[CH:30]=[CH2:31])[O:11]1)([C:4]([CH3:7])([CH3:6])[CH3:5])([CH3:3])[CH3:2]. The yield is 0.670. (2) The yield is 0.520. The reactants are [CH3:1][N:2]1[CH2:7][CH2:6][CH2:5][C@@H:4]([CH2:8][OH:9])[CH2:3]1.Cl[N:11]([C:19]1[C:28]2[C:23](=[CH:24][C:25](O)=[C:26]([O:29][CH3:30])[CH:27]=2)[N:22]=[CH:21][N:20]=1)[C:12]1[CH:17]=[CH:16][CH:15]=[CH:14][C:13]=1[F:18].C1(P(C2C=CC=CC=2)C2C=CC=CC=2)C=CC=CC=1.N(C(OCC)=O)=NC(OCC)=O.C(Cl)[Cl:64]. The product is [Cl:64][C:15]1[CH:16]=[CH:17][C:12]([NH:11][C:19]2[C:28]3[C:23](=[CH:24][C:25]([O:9][CH2:8][C@@H:4]4[CH2:5][CH2:6][CH2:7][N:2]([CH3:1])[CH2:3]4)=[C:26]([O:29][CH3:30])[CH:27]=3)[N:22]=[CH:21][N:20]=2)=[C:13]([F:18])[CH:14]=1. No catalyst specified. (3) The reactants are [CH3:1][C:2]1[CH:3]=[CH:4][CH:5]=[C:6]2[C:11]=1[NH:10][C:9](=O)[CH:8]=[CH:7]2.P(Cl)(Cl)([Cl:15])=O. No catalyst specified. The product is [Cl:15][C:9]1[CH:8]=[CH:7][C:6]2[C:11](=[C:2]([CH3:1])[CH:3]=[CH:4][CH:5]=2)[N:10]=1. The yield is 0.630.